This data is from Full USPTO retrosynthesis dataset with 1.9M reactions from patents (1976-2016). The task is: Predict the reactants needed to synthesize the given product. (1) Given the product [CH2:1]([O:4][C:5](=[O:39])[C@@H:6]([NH:31][C:32]([O:34][C:35]([CH3:38])([CH3:37])[CH3:36])=[O:33])[CH2:7][C:8]1[CH:9]=[CH:10][C:11]([O:12][C:13]([NH:15][C@H:16]([C:26]([NH:62][C@H:61]([C:63]([NH2:65])=[O:64])[CH2:60][S:59][C:40]([C:47]2[CH:52]=[CH:51][CH:50]=[CH:49][CH:48]=2)([C:53]2[CH:54]=[CH:55][CH:56]=[CH:57][CH:58]=2)[C:41]2[CH:42]=[CH:43][CH:44]=[CH:45][CH:46]=2)=[O:27])[CH2:17][NH:18][C:19]([O:21][C:22]([CH3:25])([CH3:24])[CH3:23])=[O:20])=[O:14])=[CH:29][CH:30]=1)[CH:2]=[CH2:3], predict the reactants needed to synthesize it. The reactants are: [CH2:1]([O:4][C:5](=[O:39])[C@@H:6]([NH:31][C:32]([O:34][C:35]([CH3:38])([CH3:37])[CH3:36])=[O:33])[CH2:7][C:8]1[CH:30]=[CH:29][C:11]([O:12][C:13]([NH:15][C@H:16]([C:26](O)=[O:27])[CH2:17][NH:18][C:19]([O:21][C:22]([CH3:25])([CH3:24])[CH3:23])=[O:20])=[O:14])=[CH:10][CH:9]=1)[CH:2]=[CH2:3].[C:40]([S:59][CH2:60][C@@H:61]([C:63]([NH2:65])=[O:64])[NH2:62])([C:53]1[CH:58]=[CH:57][CH:56]=[CH:55][CH:54]=1)([C:47]1[CH:52]=[CH:51][CH:50]=[CH:49][CH:48]=1)[C:41]1[CH:46]=[CH:45][CH:44]=[CH:43][CH:42]=1.C(N(CC)C(C)C)(C)C.CN(C(ON1N=NC2C=CC=NC1=2)=[N+](C)C)C.F[P-](F)(F)(F)(F)F. (2) Given the product [CH2:3]([NH:7][C:8](=[O:13])[O:9][CH2:10][C:11]#[C:12][I:14])[CH2:4][CH2:5][CH3:6], predict the reactants needed to synthesize it. The reactants are: [OH-].[Na+].[CH2:3]([NH:7][C:8](=[O:13])[O:9][CH2:10][C:11]#[CH:12])[CH2:4][CH2:5][CH3:6].[I:14]I.ClCl.